From a dataset of Forward reaction prediction with 1.9M reactions from USPTO patents (1976-2016). Predict the product of the given reaction. (1) The product is: [F:24][C:21]1[CH:20]=[CH:19][C:18]([CH2:17][C:14]2[CH:15]=[C:16]3[NH:8][CH2:9][C:10]([CH3:26])([CH3:25])[C:11]3=[N:12][CH:13]=2)=[CH:23][CH:22]=1. Given the reactants C(OC([N:8]1[C:16]2[C:11](=[N:12][CH:13]=[C:14]([CH2:17][C:18]3[CH:23]=[CH:22][C:21]([F:24])=[CH:20][CH:19]=3)[CH:15]=2)[C:10]([CH3:26])([CH3:25])[CH2:9]1)=O)(C)(C)C.Cl, predict the reaction product. (2) Given the reactants C[Al](C)C.[NH:5]1[CH2:10][CH2:9][CH2:8][CH2:7][CH2:6]1.[CH3:11][N:12]1[C:20]2[CH:19]=[CH:18][CH:17]=[CH:16][C:15]=2[C:14]2[C:21]([C:33](OCC)=[O:34])=[N:22][N:23]([C:26]3[CH:31]=[CH:30][C:29]([CH3:32])=[CH:28][CH:27]=3)[C:24](=[O:25])[C:13]1=2, predict the reaction product. The product is: [CH3:11][N:12]1[C:20]2[CH:19]=[CH:18][CH:17]=[CH:16][C:15]=2[C:14]2[C:21]([C:33]([N:5]3[CH2:10][CH2:9][CH2:8][CH2:7][CH2:6]3)=[O:34])=[N:22][N:23]([C:26]3[CH:31]=[CH:30][C:29]([CH3:32])=[CH:28][CH:27]=3)[C:24](=[O:25])[C:13]1=2. (3) Given the reactants [CH2:1]([O:3][C:4](=[O:27])[C@@H:5]([O:25][CH3:26])[CH2:6][C:7]1[CH:12]=[CH:11][C:10]([O:13][CH2:14][CH2:15][CH2:16][O:17][C:18]2[CH:23]=[CH:22][C:21](I)=[CH:20][CH:19]=2)=[CH:9][CH:8]=1)[CH3:2].[NH:28]1[CH2:33][CH2:32][O:31][CH2:30][CH2:29]1.C1(P(C2C=CC=CC=2)C2C=CC3C(=CC=CC=3)C=2C2C3C(=CC=CC=3)C=CC=2P(C2C=CC=CC=2)C2C=CC=CC=2)C=CC=CC=1.C(=O)([O-])[O-].[Cs+].[Cs+], predict the reaction product. The product is: [CH2:1]([O:3][C:4](=[O:27])[C@@H:5]([O:25][CH3:26])[CH2:6][C:7]1[CH:12]=[CH:11][C:10]([O:13][CH2:14][CH2:15][CH2:16][O:17][C:18]2[CH:23]=[CH:22][C:21]([N:28]3[CH2:33][CH2:32][O:31][CH2:30][CH2:29]3)=[CH:20][CH:19]=2)=[CH:9][CH:8]=1)[CH3:2]. (4) Given the reactants [C:1](Cl)(=O)[C:2]([Cl:4])=[O:3].[O:7]=[C:8]1[CH2:12][CH:11]([S:13]CC(O)=O)[CH2:10][O:9]1, predict the reaction product. The product is: [O:7]=[C:8]1[CH2:12][CH:11]([S:13][CH2:1][C:2]([Cl:4])=[O:3])[CH2:10][O:9]1. (5) Given the reactants Cl[C:2]1[C:7]([Cl:8])=[CH:6][CH:5]=[CH:4][N:3]=1.C(OC(=O)[NH:15][C@@H:16]1[CH2:20][CH2:19][N:18](C2C(C(F)(F)F)=CC=CN=2)[CH2:17]1)(C)(C)C.FC(F)(F)C1C(N2CC[C@@H](N)C2)=NC=CC=1, predict the reaction product. The product is: [Cl:8][C:7]1[C:2]([N:18]2[CH2:19][CH2:20][C@@H:16]([NH2:15])[CH2:17]2)=[N:3][CH:4]=[CH:5][CH:6]=1.